Dataset: Drug-target binding data from BindingDB using IC50 measurements. Task: Regression. Given a target protein amino acid sequence and a drug SMILES string, predict the binding affinity score between them. We predict pIC50 (pIC50 = -log10(IC50 in M); higher means more potent). Dataset: bindingdb_ic50. (1) The compound is COc1cc(-c2cc(-c3ccc(N4CCNCC4)cc3)cnc2OC)cc(OC)c1OC. The target protein (P37172) has sequence MVDGVMILPVLMMMAFPSPSVEDEKPKVNQKLYMCVCEGLSCGNEDHCEGQQCFSSLSINDGFHVYQKGCFQVYEQGKMTCKTPPSPGQAVECCQGDWCNRNITAQLPTKGKSFPGTQNFHLEVGLIILSVVFAVCLLACILGVALRKFKRRNQERLNPRDVEYGTIEGLITTNVGDSTLAELLDHSCTSGSGSGLPFLVQRTVARQITLLECVGKGRYGEVWRGSWQGENVAVKIFSSRDEKSWFRETELYNTVMLRHENILGFIASDMTSRHSSTQLWLITHYHEMGSLYDYLQLTTLDTVSCLRIVLSIASGLAHLHIEIFGTQGKSAIAHRDLKSKNILVKKNGQCCIADLGLAVMHSQSTNQLDVGNNPRVGTKRYMAPEVLDETIQVDCFDSYKRVDIWAFGLVLWEVARRMVSNGIVEDYKPPFYDVVPNDPSFEDMRKVVCVDQQRPNIPNRWFSDPTLTSLAKLMKECWYQNPSARLTALRIKKTLTKIDN.... The pIC50 is 5.8. (2) The compound is COc1cccc(NC(=O)/C=C(\O)C(=O)O)c1. The target protein sequence is MTDRVSVGNLRIARVLYDFVNNEALPGTDIDPDSFWAGVDKVVADLTPQNQALLNARDELQAQIDKWHRRRVIEPIDMDAYRQFLTEIGYLLPEPDDFTITTSGVDAEITTTAGPQLVVPVLNARFALNAANARWGSLYDALYGTDVIPETDGAEKGPTYNKVRGDKVIAYARKFLDDSVPLSSGSFGDATGFTVQDGQLVVALPDKSTGLANPGQFAGYTGAAESPTSVLLINHGLHIEILIDPESQVGTTDRAGVKDVILESAITTIMDFEDSVAAVDAADKVLGYRNWLGLNKGDLAAAVDKDGTAFLRVLNRDRNYTAPGGGQFTLPGRSLMFVRNVGHLMTNDAIVDTDGSEVFEGIMDALFTGLIAIHGLKASDVNGPLINSRTGSIYIVKPKMHGPAEVAFTCELFSRVEDVLGLPQNTMKIGIMDEERRTTVNLKACIKAAADRVVFINTGFLDRTGDEIHTSMEAGPMVRKGTMKSQPWILAYEDHNVDAG.... The pIC50 is 4.0.